Dataset: Reaction yield outcomes from USPTO patents with 853,638 reactions. Task: Predict the reaction yield, written as a fraction of the theoretical maximum amount of product (1.0 means a 100% yield; for example, 0.34 means a 34% yield). (1) The reactants are [O:1]1[CH:5]=[CH:4][CH:3]=[C:2]1[C:6](Cl)=[O:7].[Cl:9][C:10]1[CH:11]=[C:12]2[C:17](=[CH:18][CH:19]=1)[N:16]([CH3:20])[C:15](=[O:21])[C:14]([C:22]#[N:23])=[C:13]2[N:24]1[CH2:29][CH2:28][NH:27][CH2:26][CH2:25]1. The catalyst is N1C=CC=CC=1. The product is [Cl:9][C:10]1[CH:11]=[C:12]2[C:17](=[CH:18][CH:19]=1)[N:16]([CH3:20])[C:15](=[O:21])[C:14]([C:22]#[N:23])=[C:13]2[N:24]1[CH2:25][CH2:26][N:27]([C:6]([C:2]2[O:1][CH:5]=[CH:4][CH:3]=2)=[O:7])[CH2:28][CH2:29]1. The yield is 0.680. (2) The product is [Cl:21][C:12]1[CH:11]=[CH:10][C:8]2[CH2:9][CH:5]([CH2:4][NH2:1])[O:6][C:7]=2[C:13]=1[C:14]1[CH:19]=[CH:18][CH:17]=[CH:16][C:15]=1[CH3:20]. The catalyst is O1CCCC1. The yield is 0.180. The reactants are [N:1]([CH2:4][CH:5]1[CH2:9][C:8]2[CH:10]=[CH:11][C:12]([Cl:21])=[C:13]([C:14]3[CH:19]=[CH:18][CH:17]=[CH:16][C:15]=3[CH3:20])[C:7]=2[O:6]1)=[N+]=[N-].C1(P(C2C=CC=CC=2)C2C=CC=CC=2)C=CC=CC=1.